This data is from Reaction yield outcomes from USPTO patents with 853,638 reactions. The task is: Predict the reaction yield, written as a fraction of the theoretical maximum amount of product (1.0 means a 100% yield; for example, 0.34 means a 34% yield). (1) The reactants are [CH3:1][N:2]1[CH2:7][CH2:6][C:5]([CH2:26][C:27]([O:29][CH2:30][CH3:31])=[O:28])([NH:8][C:9]([NH:11][C:12]2[CH:17]=[CH:16][C:15]([CH2:18][CH2:19][CH2:20][CH2:21][CH2:22][CH2:23][CH2:24][CH3:25])=[CH:14][CH:13]=2)=[O:10])[CH2:4][CH2:3]1.[CH3:32][I:33]. The catalyst is C(Cl)Cl. The product is [I-:33].[CH2:30]([O:29][C:27](=[O:28])[CH2:26][C:5]1([NH:8][C:9]([NH:11][C:12]2[CH:17]=[CH:16][C:15]([CH2:18][CH2:19][CH2:20][CH2:21][CH2:22][CH2:23][CH2:24][CH3:25])=[CH:14][CH:13]=2)=[O:10])[CH2:6][CH2:7][N+:2]([CH3:32])([CH3:1])[CH2:3][CH2:4]1)[CH3:31]. The yield is 0.980. (2) The catalyst is C1COCC1. The yield is 0.750. The reactants are CON(C)[C:4]([C:6]1[N:7]=[N:8][N:9]([CH2:11][C:12]2[CH:17]=[CH:16][C:15]([O:18][CH3:19])=[CH:14][CH:13]=2)[CH:10]=1)=[O:5].[CH3:21][Mg]Br. The product is [CH3:19][O:18][C:15]1[CH:14]=[CH:13][C:12]([CH2:11][N:9]2[CH:10]=[C:6]([C:4](=[O:5])[CH3:21])[N:7]=[N:8]2)=[CH:17][CH:16]=1. (3) The reactants are [Br:1][C:2]1[CH:7]=[CH:6][C:5]([NH:8][C:9]2[C:10]([C:18]([OH:20])=O)=[CH:11][N:12]([CH3:17])[C:13](=[O:16])[C:14]=2[CH3:15])=[C:4]([F:21])[CH:3]=1.C(N1C=CN=C1)(N1C=CN=C1)=O.[C:34]1([CH2:40][S:41]([NH2:44])(=[O:43])=[O:42])[CH:39]=[CH:38][CH:37]=[CH:36][CH:35]=1.C1CCN2C(=NCCC2)CC1. The catalyst is CN(C=O)C.CCOC(C)=O.Cl. The product is [Br:1][C:2]1[CH:7]=[CH:6][C:5]([NH:8][C:9]2[C:10]([C:18]([NH:44][S:41]([CH2:40][C:34]3[CH:35]=[CH:36][CH:37]=[CH:38][CH:39]=3)(=[O:42])=[O:43])=[O:20])=[CH:11][N:12]([CH3:17])[C:13](=[O:16])[C:14]=2[CH3:15])=[C:4]([F:21])[CH:3]=1. The yield is 0.680. (4) The reactants are Cl[C:2]1[N:7]=[C:6]([N:8]2[CH:12]=[CH:11][C:10]([C:13]([F:16])([F:15])[F:14])=[N:9]2)[N:5]=[C:4]([O:17][CH3:18])[CH:3]=1.C([SH:23]1(CCCC)(CCCC)[CH:27]=[C:26]([CH:28]([CH3:30])[CH3:29])[N:25]=[CH:24]1)CCC.[SnH4].C(=O)([O-])[O-].[K+].[K+]. The catalyst is CN(C=O)C.Cl[Pd](Cl)([P](C1C=CC=CC=1)(C1C=CC=CC=1)C1C=CC=CC=1)[P](C1C=CC=CC=1)(C1C=CC=CC=1)C1C=CC=CC=1. The product is [CH3:18][O:17][C:4]1[CH:3]=[C:2]([C:24]2[S:23][CH:27]=[C:26]([CH:28]([CH3:30])[CH3:29])[N:25]=2)[N:7]=[C:6]([N:8]2[CH:12]=[CH:11][C:10]([C:13]([F:16])([F:15])[F:14])=[N:9]2)[N:5]=1. The yield is 0.760.